Dataset: Reaction yield outcomes from USPTO patents with 853,638 reactions. Task: Predict the reaction yield, written as a fraction of the theoretical maximum amount of product (1.0 means a 100% yield; for example, 0.34 means a 34% yield). (1) The reactants are [NH2:1][C:2]1[CH:7]=[C:6]([N+:8]([O-:10])=[O:9])[C:5]([F:11])=[CH:4][C:3]=1[S:12][CH2:13][CH2:14][OH:15].O=[C:17]1[CH2:22][CH2:21][N:20]([C:23]([O:25][C:26]([CH3:29])([CH3:28])[CH3:27])=[O:24])[CH2:19][CH2:18]1.C(O)(=O)C.C(O[BH-](OC(=O)C)OC(=O)C)(=O)C.[Na+]. The catalyst is ClC(Cl)C. The product is [F:11][C:5]1[C:6]([N+:8]([O-:10])=[O:9])=[CH:7][C:2]([NH:1][CH:17]2[CH2:22][CH2:21][N:20]([C:23]([O:25][C:26]([CH3:29])([CH3:28])[CH3:27])=[O:24])[CH2:19][CH2:18]2)=[C:3]([S:12][CH2:13][CH2:14][OH:15])[CH:4]=1. The yield is 0.910. (2) The reactants are [OH:1][C:2]([C:4]([F:7])([F:6])[F:5])=[O:3].[CH3:8][O:9][C:10]1[CH:11]=[C:12]2[C:17](=[CH:18][C:19]=1[O:20][CH3:21])[N:16]=[CH:15][CH:14]=[C:13]2[O:22][C:23]1[CH:28]=[CH:27][C:26]([NH:29][C:30]([C:32]2[C:33](=[O:46])[N:34]([C:39]3[CH:44]=[CH:43][C:42]([F:45])=[CH:41][CH:40]=3)[C:35](=[O:38])[NH:36][N:37]=2)=[O:31])=[CH:25][C:24]=1[F:47].[CH2:48](Br)[C:49]#[CH:50].C(=O)([O-])[O-].[K+].[K+]. The catalyst is CN(C)C=O. The product is [OH:3][C:2]([C:4]([F:7])([F:6])[F:5])=[O:1].[CH3:8][O:9][C:10]1[CH:11]=[C:12]2[C:17](=[CH:18][C:19]=1[O:20][CH3:21])[N:16]=[CH:15][CH:14]=[C:13]2[O:22][C:23]1[CH:28]=[CH:27][C:26]([NH:29][C:30]([C:32]2[C:33](=[O:46])[N:34]([C:39]3[CH:44]=[CH:43][C:42]([F:45])=[CH:41][CH:40]=3)[C:35](=[O:38])[N:36]([CH2:50][C:49]#[CH:48])[N:37]=2)=[O:31])=[CH:25][C:24]=1[F:47]. The yield is 0.300. (3) The reactants are [CH3:1][N:2]1[C:10]2[C:5](=[CH:6][CH:7]=[CH:8][CH:9]=2)[CH:4]=[C:3]1[C:11]([OH:13])=O.[NH2:14][C@H:15]([C:19]([NH:21][CH:22]([CH:31]([OH:34])[CH2:32][F:33])[CH2:23][C:24]([O:26][C:27]([CH3:30])([CH3:29])[CH3:28])=[O:25])=[O:20])[CH:16]([CH3:18])[CH3:17].Cl.CN(C)CCCN=C=NCC. The catalyst is C(Cl)Cl.CN(C)C1C=CN=CC=1. The product is [CH3:1][N:2]1[C:10]2[C:5](=[CH:6][CH:7]=[CH:8][CH:9]=2)[CH:4]=[C:3]1[C:11]([NH:14][C@H:15]([C:19]([NH:21][CH:22]([CH:31]([OH:34])[CH2:32][F:33])[CH2:23][C:24]([O:26][C:27]([CH3:28])([CH3:29])[CH3:30])=[O:25])=[O:20])[CH:16]([CH3:17])[CH3:18])=[O:13]. The yield is 0.650. (4) The product is [CH2:4]([O:6][C:7]([C:8]1[CH:9]=[C:10]([C:12]2[CH:17]=[C:16]([C:18]([CH3:21])([CH3:20])[CH3:19])[C:15]([O:22][CH2:23][C:24]3[CH:29]=[CH:28][CH:27]=[CH:26][CH:25]=3)=[CH:14][C:13]=2[O:30][CH2:31][C:32]2[CH:37]=[CH:36][CH:35]=[CH:34][CH:33]=2)[O:11][N:2]=1)=[O:39])[CH3:5]. The catalyst is C(O)C. The reactants are Cl.[NH2:2]O.[CH2:4]([O:6][C:7](=[O:39])[C:8](O)=[CH:9][C:10]([C:12]1[CH:17]=[C:16]([C:18]([CH3:21])([CH3:20])[CH3:19])[C:15]([O:22][CH2:23][C:24]2[CH:29]=[CH:28][CH:27]=[CH:26][CH:25]=2)=[CH:14][C:13]=1[O:30][CH2:31][C:32]1[CH:37]=[CH:36][CH:35]=[CH:34][CH:33]=1)=[O:11])[CH3:5].O. The yield is 0.890.